From a dataset of Forward reaction prediction with 1.9M reactions from USPTO patents (1976-2016). Predict the product of the given reaction. (1) Given the reactants [CH2:1]([O:8][C:9]1[CH:14]=[CH:13][C:12]([NH:15][C:16]2[N:21]=[C:20](Cl)[N:19]=[C:18]([Cl:23])[N:17]=2)=[CH:11][C:10]=1[Cl:24])[C:2]1[CH:7]=[CH:6][CH:5]=[CH:4][CH:3]=1.[CH:25]1([NH2:32])[CH2:31][CH2:30][CH2:29][CH2:28][CH2:27][CH2:26]1.[OH-].[Na+].O, predict the reaction product. The product is: [CH2:1]([O:8][C:9]1[CH:14]=[CH:13][C:12]([NH:15][C:16]2[N:21]=[C:20]([NH:32][CH:25]3[CH2:31][CH2:30][CH2:29][CH2:28][CH2:27][CH2:26]3)[N:19]=[C:18]([Cl:23])[N:17]=2)=[CH:11][C:10]=1[Cl:24])[C:2]1[CH:7]=[CH:6][CH:5]=[CH:4][CH:3]=1. (2) Given the reactants C([O:3][C:4](=[O:33])[CH:5]([C:10]1[CH:11]=[C:12]([C:23]2[CH:28]=[CH:27][C:26]([C:29]([F:32])([F:31])[F:30])=[CH:25][CH:24]=2)[CH:13]=[C:14]([N:16]2[CH2:21][CH2:20][CH2:19][CH2:18][CH:17]2[CH3:22])[CH:15]=1)[CH2:6][CH:7]([CH3:9])[CH3:8])C.[OH-].[Na+], predict the reaction product. The product is: [CH3:8][CH:7]([CH3:9])[CH2:6][CH:5]([C:10]1[CH:11]=[C:12]([C:23]2[CH:28]=[CH:27][C:26]([C:29]([F:31])([F:32])[F:30])=[CH:25][CH:24]=2)[CH:13]=[C:14]([N:16]2[CH2:21][CH2:20][CH2:19][CH2:18][CH:17]2[CH3:22])[CH:15]=1)[C:4]([OH:33])=[O:3].